This data is from Full USPTO retrosynthesis dataset with 1.9M reactions from patents (1976-2016). The task is: Predict the reactants needed to synthesize the given product. Given the product [S:1]1[CH:5]=[CH:4][C:3]2[CH:17]=[C:15]([N:14]3[CH2:18][C:19]4[C:13](=[CH:9][C:2]([OH:20])=[CH:3][CH:4]=4)[C:11]3=[O:22])[CH:16]=[CH:9][C:2]1=2, predict the reactants needed to synthesize it. The reactants are: [S:1]1[CH:5]=[CH:4][C:3]2C=C(N)C=[CH:9][C:2]1=2.[CH:11]([N:14]([CH2:18][CH3:19])[CH:15]([CH3:17])[CH3:16])([CH3:13])C.[OH-:20].[Li+].[OH2:22].